This data is from Full USPTO retrosynthesis dataset with 1.9M reactions from patents (1976-2016). The task is: Predict the reactants needed to synthesize the given product. (1) Given the product [N:46]12[CH2:49][C:42]([C:40]3[S:41][C:37]([C:9]4[N:8]([S:12]([C:15]5[CH:16]=[CH:17][C:18]([CH3:19])=[CH:20][CH:21]=5)(=[O:14])=[O:13])[C:5]5=[N:6][CH:7]=[C:2]([F:1])[C:3]([C:22]6[S:26][C:25]([C:27]7([OH:31])[CH2:28][CH2:29][CH2:30]7)=[N:24][CH:23]=6)=[C:4]5[CH:10]=4)=[CH:38][N:39]=3)([CH2:48][CH2:47]1)[O:43][CH2:44][CH2:45]2, predict the reactants needed to synthesize it. The reactants are: [F:1][C:2]1[C:3]([C:22]2[S:26][C:25]([C:27]3([OH:31])[CH2:30][CH2:29][CH2:28]3)=[N:24][CH:23]=2)=[C:4]2[CH:10]=[C:9](I)[N:8]([S:12]([C:15]3[CH:21]=[CH:20][C:18]([CH3:19])=[CH:17][CH:16]=3)(=[O:14])=[O:13])[C:5]2=[N:6][CH:7]=1.C([Sn](CCCC)(CCCC)[C:37]1[S:41][C:40]([C:42]23[CH2:49][N:46]([CH2:47][CH2:48]2)[CH2:45][CH2:44][O:43]3)=[N:39][CH:38]=1)CCC. (2) Given the product [NH2:55][C:52]1[CH:51]=[CH:50][C:49]([S:48][C:15]2[CH:16]=[CH:17][C:18]([C:20]([NH:21][C:22]3[CH:27]=[CH:26][C:25]([C:28]4[N:29]=[C:30]([C@@H:33]5[CH2:37][CH2:36][CH2:35][N:34]5[C:38](=[O:46])[CH2:39][C:40]5[CH:45]=[CH:44][CH:43]=[CH:42][CH:41]=5)[NH:31][CH:32]=4)=[CH:24][CH:23]=3)=[O:47])=[CH:19][C:14]=2[NH:13][C:12]2[C:7]3[CH:6]=[CH:5][C:4]([CH:1]([CH3:3])[CH3:2])=[N:63][C:8]=3[N:9]=[CH:10][N:11]=2)=[CH:54][CH:53]=1, predict the reactants needed to synthesize it. The reactants are: [CH:1]([C:4]1[CH:5]=[CH:6][C:7]2[C:12]([NH:13][C:14]3[CH:19]=[C:18]([C:20](=[O:47])[NH:21][C:22]4[CH:27]=[CH:26][C:25]([C:28]5[N:29]=[C:30]([C@@H:33]6[CH2:37][CH2:36][CH2:35][N:34]6[C:38](=[O:46])[CH2:39][C:40]6[CH:45]=[CH:44][CH:43]=[CH:42][CH:41]=6)[NH:31][CH:32]=5)=[CH:24][CH:23]=4)[CH:17]=[CH:16][C:15]=3[S:48][C:49]3[CH:54]=[CH:53][C:52]([NH:55]C(=O)OC(C)(C)C)=[CH:51][CH:50]=3)=[N:11][CH:10]=[N:9][C:8]=2[N:63]=1)([CH3:3])[CH3:2].Cl.O1CCOCC1. (3) Given the product [NH2:14][C@@H:5]([CH2:6][CH2:7][C:8]1[CH:13]=[CH:12][CH:11]=[CH:10][CH:9]=1)[C:3]([N:2]([CH3:1])[CH2:22][CH2:23][NH:24][C:25]([C:27]1[CH:32]=[CH:31][C:30]([C:33]([F:34])([F:35])[F:36])=[CH:29][CH:28]=1)=[O:26])=[O:4], predict the reactants needed to synthesize it. The reactants are: [CH3:1][N:2]([CH2:22][CH2:23][NH:24][C:25]([C:27]1[CH:32]=[CH:31][C:30]([C:33]([F:36])([F:35])[F:34])=[CH:29][CH:28]=1)=[O:26])[C:3]([C@@H:5]([NH:14]C(=O)OC(C)(C)C)[CH2:6][CH2:7][C:8]1[CH:13]=[CH:12][CH:11]=[CH:10][CH:9]=1)=[O:4]. (4) Given the product [Cl:19][C:14]1[CH:15]=[CH:16][CH:17]=[CH:18][C:13]=1[N:12]1[CH:8]([C:5]2[CH:6]=[CH:7][C:2]([B:30]3[O:34][C:33]([CH3:36])([CH3:35])[C:32]([CH3:38])([CH3:37])[O:31]3)=[CH:3][CH:4]=2)[CH2:9][C:10]([C:20]([C:26]([F:29])([F:28])[F:27])([C:22]([F:25])([F:23])[F:24])[OH:21])=[N:11]1, predict the reactants needed to synthesize it. The reactants are: Br[C:2]1[CH:7]=[CH:6][C:5]([CH:8]2[N:12]([C:13]3[CH:18]=[CH:17][CH:16]=[CH:15][C:14]=3[Cl:19])[N:11]=[C:10]([C:20]([C:26]([F:29])([F:28])[F:27])([C:22]([F:25])([F:24])[F:23])[OH:21])[CH2:9]2)=[CH:4][CH:3]=1.[B:30]1([B:30]2[O:34][C:33]([CH3:36])([CH3:35])[C:32]([CH3:38])([CH3:37])[O:31]2)[O:34][C:33]([CH3:36])([CH3:35])[C:32]([CH3:38])([CH3:37])[O:31]1.C([O-])(=O)C.[K+]. (5) Given the product [F:1][C:2]1[CH:3]=[CH:4][C:5]2[S:9][CH:8]=[C:7]([CH2:10][NH:76][S:73]([NH2:77])(=[O:75])=[O:74])[C:6]=2[CH:11]=1, predict the reactants needed to synthesize it. The reactants are: [F:1][C:2]1[CH:3]=[CH:4][C:5]2[S:9][CH:8]=[C:7]([CH3:10])[C:6]=2[CH:11]=1.C(OOC(=O)C1C=CC=CC=1)(=O)C1C=CC=CC=1.BrN1C(=O)CCC1=O.[N-]=[N+]=[N-].[Na+].C1(P(C2C=CC=CC=2)C2C=CC=CC=2)C=CC=CC=1.FC1C=CC2SC=C(CN)C=2C=1.[S:73]([NH2:77])([NH2:76])(=[O:75])=[O:74]. (6) Given the product [CH3:32][O:31][C:28]1[CH:29]=[C:30]2[C:25](=[CH:26][C:27]=1[O:33][CH2:34][CH2:35][CH2:36][N:37]1[CH2:38][CH2:39][N:40]([CH3:43])[CH2:41][CH2:42]1)[N:24]=[CH:23][N:22]=[C:21]2[NH:1][C:2]1[CH:19]=[CH:18][C:5]2[N:6]=[C:7]([NH:9][C:10](=[O:17])[C:11]3[CH:16]=[CH:15][CH:14]=[CH:13][CH:12]=3)[S:8][C:4]=2[CH:3]=1, predict the reactants needed to synthesize it. The reactants are: [NH2:1][C:2]1[CH:19]=[CH:18][C:5]2[N:6]=[C:7]([NH:9][C:10](=[O:17])[C:11]3[CH:16]=[CH:15][CH:14]=[CH:13][CH:12]=3)[S:8][C:4]=2[CH:3]=1.Cl[C:21]1[C:30]2[C:25](=[CH:26][C:27]([O:33][CH2:34][CH2:35][CH2:36][N:37]3[CH2:42][CH2:41][N:40]([CH3:43])[CH2:39][CH2:38]3)=[C:28]([O:31][CH3:32])[CH:29]=2)[N:24]=[CH:23][N:22]=1.C(N(C(C)C)C(C)C)C.Cl.C(=O)([O-])O.[Na+]. (7) Given the product [NH2:35][C:31]1[CH:30]=[C:29]([CH:34]=[CH:33][CH:32]=1)[CH2:28][N:15]1[C:14]2[C:13](=[O:38])[NH:12][C:11](=[O:39])[N:10]([CH3:9])[C:18]=2[N:17]=[C:16]1[S:19][CH:20]([CH2:26][CH3:27])[C:21]([O:23][CH2:24][CH3:25])=[O:22], predict the reactants needed to synthesize it. The reactants are: S(S([O-])=O)([O-])=O.[Na+].[Na+].[CH3:9][N:10]1[C:18]2[N:17]=[C:16]([S:19][CH:20]([CH2:26][CH3:27])[C:21]([O:23][CH2:24][CH3:25])=[O:22])[N:15]([CH2:28][C:29]3[CH:34]=[CH:33][CH:32]=[C:31]([N+:35]([O-])=O)[CH:30]=3)[C:14]=2[C:13](=[O:38])[NH:12][C:11]1=[O:39].CN(C=O)C.Cl.